From a dataset of Forward reaction prediction with 1.9M reactions from USPTO patents (1976-2016). Predict the product of the given reaction. (1) Given the reactants C(OC(C)(C)C)=O.C(O)(=O)CCC(O)=O.ClC1C=CC2CCNCCC=2C=1SC(C#N)(C)C.[C:34]([O:38][C:39]([N:41]1[CH2:47][CH2:46][C:45]2[C:48]([S:53][C:54]([C:57]#[N:58])(C)[CH3:55])=[C:49]([Cl:52])[CH:50]=[CH:51][C:44]=2[CH2:43][CH2:42]1)=[O:40])([CH3:37])([CH3:36])[CH3:35], predict the reaction product. The product is: [C:34]([O:38][C:39]([N:41]1[CH2:47][CH2:46][C:45]2[C:48]([S:53][CH:54]([C:57]#[N:58])[CH3:55])=[C:49]([Cl:52])[CH:50]=[CH:51][C:44]=2[CH2:43][CH2:42]1)=[O:40])([CH3:36])([CH3:35])[CH3:37]. (2) The product is: [CH2:1]([O:3][C:4]([C:6]1([C:9]2[CH:14]=[CH:13][C:12]([C:15]3[CH:20]=[CH:19][C:18]([C:21]4[O:25][N:24]=[C:23]([CH3:26])[C:22]=4[NH:27][C:28]4[CH:33]=[CH:32][CH:31]=[C:30]([C:37]5[CH:38]=[CH:39][CH:40]=[C:41]([F:42])[C:36]=5[Cl:35])[N:29]=4)=[CH:17][CH:16]=3)=[CH:11][CH:10]=2)[CH2:8][CH2:7]1)=[O:5])[CH3:2]. Given the reactants [CH2:1]([O:3][C:4]([C:6]1([C:9]2[CH:14]=[CH:13][C:12]([C:15]3[CH:20]=[CH:19][C:18]([C:21]4[O:25][N:24]=[C:23]([CH3:26])[C:22]=4[NH:27][C:28]4[CH:33]=[CH:32][CH:31]=[C:30](Br)[N:29]=4)=[CH:17][CH:16]=3)=[CH:11][CH:10]=2)[CH2:8][CH2:7]1)=[O:5])[CH3:2].[Cl:35][C:36]1[C:41]([F:42])=[CH:40][CH:39]=[CH:38][C:37]=1B(O)O, predict the reaction product.